Dataset: Catalyst prediction with 721,799 reactions and 888 catalyst types from USPTO. Task: Predict which catalyst facilitates the given reaction. (1) Reactant: C1C2[CH:12]([CH2:14][O:15][C:16]([NH:18][C@@H:19]([CH2:23][S:24][CH2:25][C@H:26]([NH:41][C:42](=[O:54])[CH2:43][CH2:44][CH2:45][CH2:46][CH2:47][CH2:48][CH2:49][CH2:50][CH2:51][CH2:52][CH3:53])[CH2:27][O:28][CH2:29][CH2:30][CH2:31][CH2:32][CH2:33][CH2:34][CH2:35][CH2:36][CH2:37][CH2:38][CH2:39][CH3:40])[C:20](O)=[O:21])=[O:17])[C:11]3[C:6](=[CH:7][CH:8]=[CH:9][CH:10]=3)C=2C=CC=1.CN(C(ON1N=N[C:65]2[CH:66]=[CH:67][CH:68]=[CH:69][C:64]1=2)=[N+](C)C)C.F[P-](F)(F)(F)(F)F.CCN(C(C)C)C(C)C.[NH2:88][C@@H:89]([CH3:108])[CH2:90][O:91][CH2:92][CH2:93][O:94][CH2:95][CH2:96][O:97][CH2:98][CH2:99][P:100](=[O:107])([O:104][CH2:105][CH3:106])[O:101][CH2:102][CH3:103]. Product: [CH2:105]([O:104][P:100]([CH2:99][CH2:98][O:97][CH2:96][CH2:95][O:94][CH2:93][CH2:92][O:91][CH2:90][C@H:89]([CH3:108])[NH:88][C:20](=[O:21])[C@@H:19]([NH:18][C:16](=[O:17])[O:15][CH2:14][CH:12]1[C:65]2[CH:66]=[CH:67][CH:68]=[CH:69][C:64]=2[C:10]2[C:11]1=[CH:6][CH:7]=[CH:8][CH:9]=2)[CH2:23][S:24][CH2:25][C@H:26]([NH:41][C:42](=[O:54])[CH2:43][CH2:44][CH2:45][CH2:46][CH2:47][CH2:48][CH2:49][CH2:50][CH2:51][CH2:52][CH3:53])[CH2:27][O:28][CH2:29][CH2:30][CH2:31][CH2:32][CH2:33][CH2:34][CH2:35][CH2:36][CH2:37][CH2:38][CH2:39][CH3:40])([O:101][CH2:102][CH3:103])=[O:107])[CH3:106]. The catalyst class is: 2. (2) Reactant: [CH:1]1([C:4]([OH:6])=O)[CH2:3][CH2:2]1.CCN(C(C)C)C(C)C.CN(C(ON1N=NC2C=CC=NC1=2)=[N+](C)C)C.F[P-](F)(F)(F)(F)F.C(O)(C(F)(F)F)=O.[N:47]1([C:53]2[CH:54]=[CH:55][C:56]([C:59]3[CH:60]=[C:61]([O:68][C@@H:69]([C@H:71]4[CH2:75][NH:74][C:73](=[O:76])[CH2:72]4)[CH3:70])[C:62]4[S:66][CH:65]=[N:64][C:63]=4[CH:67]=3)=[N:57][CH:58]=2)[CH2:52][CH2:51][NH:50][CH2:49][CH2:48]1. Product: [CH:1]1([C:4]([N:50]2[CH2:49][CH2:48][N:47]([C:53]3[CH:54]=[CH:55][C:56]([C:59]4[CH:60]=[C:61]([O:68][C@@H:69]([C@H:71]5[CH2:75][NH:74][C:73](=[O:76])[CH2:72]5)[CH3:70])[C:62]5[S:66][CH:65]=[N:64][C:63]=5[CH:67]=4)=[N:57][CH:58]=3)[CH2:52][CH2:51]2)=[O:6])[CH2:3][CH2:2]1. The catalyst class is: 3.